Dataset: Peptide-MHC class I binding affinity with 185,985 pairs from IEDB/IMGT. Task: Regression. Given a peptide amino acid sequence and an MHC pseudo amino acid sequence, predict their binding affinity value. This is MHC class I binding data. (1) The MHC is HLA-A31:01 with pseudo-sequence HLA-A31:01. The peptide sequence is SEGDDDGSR. The binding affinity (normalized) is 0.0847. (2) The peptide sequence is RLLLLGLLLL. The binding affinity (normalized) is 0.426. The MHC is HLA-A02:01 with pseudo-sequence HLA-A02:01. (3) The peptide sequence is ELFARSSDPR. The MHC is HLA-B58:01 with pseudo-sequence HLA-B58:01. The binding affinity (normalized) is 0.0847. (4) The peptide sequence is RAKFKQLL. The MHC is HLA-B15:01 with pseudo-sequence HLA-B15:01. The binding affinity (normalized) is 0.213.